This data is from Peptide-MHC class I binding affinity with 185,985 pairs from IEDB/IMGT. The task is: Regression. Given a peptide amino acid sequence and an MHC pseudo amino acid sequence, predict their binding affinity value. This is MHC class I binding data. (1) The peptide sequence is SPVMGVIGF. The MHC is HLA-B57:01 with pseudo-sequence HLA-B57:01. The binding affinity (normalized) is 0.0847. (2) The peptide sequence is ILGFVFTL. The MHC is HLA-A02:02 with pseudo-sequence HLA-A02:02. The binding affinity (normalized) is 0.911.